From a dataset of Full USPTO retrosynthesis dataset with 1.9M reactions from patents (1976-2016). Predict the reactants needed to synthesize the given product. (1) The reactants are: [Cl:1][C:2]1[N:7]=[C:6]2[NH:8][N:9]=[CH:10][C:5]2=[CH:4][N:3]=1.[N:11]1[C:20]2[C:15](=[CH:16][CH:17]=[CH:18][C:19]=2[S:21](Cl)(=[O:23])=[O:22])[CH:14]=[CH:13][CH:12]=1. Given the product [Cl:1][C:2]1[N:7]=[C:6]2[N:8]([S:21]([C:19]3[CH:18]=[CH:17][CH:16]=[C:15]4[C:20]=3[N:11]=[CH:12][CH:13]=[CH:14]4)(=[O:22])=[O:23])[N:9]=[CH:10][C:5]2=[CH:4][N:3]=1, predict the reactants needed to synthesize it. (2) The reactants are: [Br:1][C:2]1[CH:3]=[N:4][CH:5]=[C:6]([F:8])[CH:7]=1.[Cl-].[Li+].ClC(O[C:15]1[CH:20]=[CH:19][CH:18]=[CH:17][CH:16]=1)=O.[Cl-].[NH4+]. Given the product [Br:1][C:2]1[CH:3]=[N:4][CH:5]=[C:6]([F:8])[C:7]=1[C:15]1[CH:20]=[CH:19][CH:18]=[CH:17][CH:16]=1, predict the reactants needed to synthesize it. (3) Given the product [NH2:7][C:8]1[N:13]=[C:12]([N:14]([CH3:21])[C:15]2[CH:16]=[CH:17][CH:18]=[CH:19][CH:20]=2)[N:11]=[C:10]([C:22]2[N:26]=[C:25]([C:27]3[CH:28]=[CH:29][C:30]([C:33]([NH:4][CH2:3][C:2]([F:6])([F:5])[F:1])=[O:34])=[N:31][CH:32]=3)[O:24][N:23]=2)[N:9]=1, predict the reactants needed to synthesize it. The reactants are: [F:1][C:2]([F:6])([F:5])[CH2:3][NH2:4].[NH2:7][C:8]1[N:13]=[C:12]([N:14]([CH3:21])[C:15]2[CH:20]=[CH:19][CH:18]=[CH:17][CH:16]=2)[N:11]=[C:10]([C:22]2[N:26]=[C:25]([C:27]3[CH:28]=[CH:29][C:30]([C:33](OC)=[O:34])=[N:31][CH:32]=3)[O:24][N:23]=2)[N:9]=1. (4) The reactants are: [O:1]=[C:2]([CH3:10])[CH2:3][C:4]([O:6][CH:7]([CH3:9])[CH3:8])=[O:5].CO[C:13](OC)([N:15]([CH3:17])[CH3:16])C. Given the product [CH3:13][N:15]([CH:17]=[C:3]([C:2](=[O:1])[CH3:10])[C:4]([O:6][CH:7]([CH3:9])[CH3:8])=[O:5])[CH3:16], predict the reactants needed to synthesize it. (5) Given the product [CH2:1]([O:3][C:4](=[O:20])[C:5]1[CH:10]=[C:9]([O:11][C:12]([F:15])([F:14])[F:13])[C:8]([CH2:16][N:30]2[CH2:31][CH2:32][C@@H:28]([N:27]([C:26]([O:25][C:21]([CH3:24])([CH3:23])[CH3:22])=[O:34])[CH3:33])[CH2:29]2)=[C:7]([Br:18])[C:6]=1[NH2:19])[CH3:2], predict the reactants needed to synthesize it. The reactants are: [CH2:1]([O:3][C:4](=[O:20])[C:5]1[CH:10]=[C:9]([O:11][C:12]([F:15])([F:14])[F:13])[C:8]([CH:16]=O)=[C:7]([Br:18])[C:6]=1[NH2:19])[CH3:2].[C:21]([O:25][C:26](=[O:34])[N:27]([CH3:33])[C@@H:28]1[CH2:32][CH2:31][NH:30][CH2:29]1)([CH3:24])([CH3:23])[CH3:22].